From a dataset of Reaction yield outcomes from USPTO patents with 853,638 reactions. Predict the reaction yield, written as a fraction of the theoretical maximum amount of product (1.0 means a 100% yield; for example, 0.34 means a 34% yield). (1) The product is [C:4]([C:6]1[C:11](=[O:12])[CH:10]=[CH:9][N:8]([C:13]2[CH:18]=[CH:17][CH:16]=[C:15]([C:19]([F:20])([F:21])[F:22])[CH:14]=2)[N:7]=1)(=[O:5])[CH2:24][CH3:25]. The yield is 0.740. The catalyst is C1COCC1. The reactants are CON(C)[C:4]([C:6]1[C:11](=[O:12])[CH:10]=[CH:9][N:8]([C:13]2[CH:18]=[CH:17][CH:16]=[C:15]([C:19]([F:22])([F:21])[F:20])[CH:14]=2)[N:7]=1)=[O:5].[CH3:24][CH2:25][Mg+].[Br-]. (2) The reactants are Cl[C:2]1[CH:11]=[CH:10][C:5]([C:6]([O:8][CH3:9])=[O:7])=[CH:4][CH:3]=1.[NH2:12][C:13]1[CH:18]=[CH:17][CH:16]=[CH:15][CH:14]=1.[O-]P([O-])([O-])=O.[K+].[K+].[K+]. The catalyst is COCCOC.C1C=CC(/C=C/C(/C=C/C2C=CC=CC=2)=O)=CC=1.C1C=CC(/C=C/C(/C=C/C2C=CC=CC=2)=O)=CC=1.[Pd]. The product is [CH3:9][O:8][C:6]([C:5]1[CH:10]=[CH:11][C:2]([N:12]([C:2]2[CH:11]=[CH:10][CH:5]=[CH:4][CH:3]=2)[C:13]2[CH:18]=[CH:17][CH:16]=[CH:15][CH:14]=2)=[CH:3][CH:4]=1)=[O:7]. The yield is 0.960.